This data is from Catalyst prediction with 721,799 reactions and 888 catalyst types from USPTO. The task is: Predict which catalyst facilitates the given reaction. (1) Product: [ClH:31].[ClH:31].[CH2:27]([N:10]([CH2:9][CH2:8][NH2:7])[C:11]([CH:13]1[CH2:18][CH2:17][N:16]([C:19]2[CH:24]=[CH:23][C:22](=[O:25])[N:21]([CH3:26])[N:20]=2)[CH2:15][CH2:14]1)=[O:12])[CH:28]=[CH2:29]. The catalyst class is: 714. Reactant: C(OC(=O)[NH:7][CH2:8][CH2:9][N:10]([CH2:27][CH:28]=[CH2:29])[C:11]([CH:13]1[CH2:18][CH2:17][N:16]([C:19]2[CH:24]=[CH:23][C:22](=[O:25])[N:21]([CH3:26])[N:20]=2)[CH2:15][CH2:14]1)=[O:12])(C)(C)C.[ClH:31]. (2) Reactant: [CH2:1]([O:4][C:5](=[O:29])[NH:6][CH2:7][CH2:8][NH:9][C:10]1[C:11]2[C:24]3[CH2:25][CH2:26][NH:27][CH2:28][C:23]=3[S:22][C:12]=2[N:13]=[C:14]([C:16]2[CH:21]=[CH:20][N:19]=[CH:18][CH:17]=2)[N:15]=1)[CH:2]=[CH2:3].[CH:30](=O)[CH3:31].C(O)(=O)C. Product: [CH2:1]([O:4][C:5](=[O:29])[NH:6][CH2:7][CH2:8][NH:9][C:10]1[C:11]2[C:24]3[CH2:25][CH2:26][N:27]([CH2:30][CH3:31])[CH2:28][C:23]=3[S:22][C:12]=2[N:13]=[C:14]([C:16]2[CH:17]=[CH:18][N:19]=[CH:20][CH:21]=2)[N:15]=1)[CH:2]=[CH2:3]. The catalyst class is: 5. (3) Reactant: [Cl:1][C:2]1[C:7](I)=[CH:6][C:5]([NH2:9])=[C:4]([O:10][CH3:11])[CH:3]=1.[Cl:12][C:13]1[CH:18]=[CH:17][C:16]([Cl:19])=[CH:15][C:14]=1B(O)O.C([O-])([O-])=O.[Na+].[Na+]. Product: [Cl:12][C:13]1[CH:18]=[CH:17][C:16]([Cl:19])=[CH:15][C:14]=1[C:7]1[C:2]([Cl:1])=[CH:3][C:4]([O:10][CH3:11])=[C:5]([NH2:9])[CH:6]=1. The catalyst class is: 70.